Dataset: Reaction yield outcomes from USPTO patents with 853,638 reactions. Task: Predict the reaction yield, written as a fraction of the theoretical maximum amount of product (1.0 means a 100% yield; for example, 0.34 means a 34% yield). (1) The reactants are N[C:2](N)=O.[CH3:5][O:6][CH2:7][C:8]1[CH:9]=[CH:10][C:11]([O:39][C:40]([F:43])([F:42])[F:41])=[C:12]([CH:38]=1)[CH2:13][NH:14][C:15]([NH:17][C:18]1[N:22]([C:23]2[CH:28]=[CH:27][CH:26]=[CH:25][CH:24]=2)[N:21]=[C:20]([O:29][CH2:30][CH:31]2[CH2:36][CH2:35][CH2:34][NH:33][CH2:32]2)[C:19]=1[CH3:37])=[O:16]. No catalyst specified. The product is [CH3:5][O:6][CH2:7][C:8]1[CH:9]=[CH:10][C:11]([O:39][C:40]([F:42])([F:43])[F:41])=[C:12]([CH:38]=1)[CH2:13][NH:14][C:15]([NH:17][C:18]1[N:22]([C:23]2[CH:24]=[CH:25][CH:26]=[CH:27][CH:28]=2)[N:21]=[C:20]([O:29][CH2:30][CH:31]2[CH2:36][CH2:35][CH2:34][N:33]([CH3:2])[CH2:32]2)[C:19]=1[CH3:37])=[O:16]. The yield is 0.220. (2) The reactants are CS(C)=O.[Cl:5][C:6]1[C:11]([CH:12]([OH:16])[CH:13]([CH3:15])[CH3:14])=[C:10]([Cl:17])[CH:9]=[CH:8][N:7]=1.C(Cl)(=O)C(Cl)=O.C(N(CC)CC)C. The catalyst is ClCCl. The product is [Cl:5][C:6]1[C:11]([C:12](=[O:16])[CH:13]([CH3:15])[CH3:14])=[C:10]([Cl:17])[CH:9]=[CH:8][N:7]=1. The yield is 0.860. (3) The reactants are N(C(C)C)C(C)C.[Li]CCCC.[C:13]([O:16][CH3:17])(=[O:15])[CH3:14].[CH3:18][C:19]([S@@:22]([N:24]=[C:25]([C:27]1[CH:32]=[CH:31][CH:30]=[CH:29][CH:28]=1)[CH3:26])=[O:23])([CH3:21])[CH3:20]. The catalyst is C1COCC1. The product is [CH3:21][C:19]([CH3:18])([S@@:22]([NH:24][C@:25]([C:27]1[CH:32]=[CH:31][CH:30]=[CH:29][CH:28]=1)([CH3:26])[CH2:14][C:13]([O:16][CH3:17])=[O:15])=[O:23])[CH3:20]. The yield is 0.460. (4) The reactants are O1CCCCC1[N:7]1[C:15]2[C:10](=[CH:11][C:12]([C:16]3[N:20]=[CH:19][N:18](C(C4C=CC=CC=4)(C4C=CC=CC=4)C4C=CC=CC=4)[N:17]=3)=[CH:13][CH:14]=2)[C:9]([C:40]2[CH:41]=[C:42]([CH:47]=[CH:48][CH:49]=2)[C:43](OC)=[O:44])=[N:8]1.[OH-].[Li+].ON1C2C=CC=CC=2N=N1.[CH:62]1([NH2:67])[CH2:66][CH2:65][CH2:64][CH2:63]1.Cl.C(N=C=NCCCN(C)C)C.Cl. The catalyst is O1CCOCC1.O1CCCC1.O. The product is [NH:18]1[CH:19]=[N:20][C:16]([C:12]2[CH:11]=[C:10]3[C:15](=[CH:14][CH:13]=2)[NH:7][N:8]=[C:9]3[C:40]2[CH:41]=[C:42]([C:43]([NH:67][CH:62]3[CH2:66][CH2:65][CH2:64][CH2:63]3)=[O:44])[CH:47]=[CH:48][CH:49]=2)=[N:17]1. The yield is 0.0500. (5) The reactants are [C:1]1(=[O:11])[NH:6][CH2:5][CH2:4][N:3]2[CH2:7][CH2:8][CH2:9][CH:10]=[C:2]12.Br[C:13]1[CH:14]=[CH:15][C:16]([N+:19]([O-:21])=[O:20])=[N:17][CH:18]=1. No catalyst specified. The product is [N+:19]([C:16]1[N:17]=[CH:18][C:13]([N:6]2[CH2:5][CH2:4][N:3]3[CH2:7][CH2:8][CH2:9][CH2:10][CH:2]3[C:1]2=[O:11])=[CH:14][CH:15]=1)([O-:21])=[O:20]. The yield is 0.810. (6) The reactants are [CH3:1][N:2]1[C:6]([CH3:7])=[C:5]([OH:8])[C:4]([CH3:9])=[N:3]1.CN(C=O)C.O1CCOCC1.[H-].[Na+].[Br:23][C:24]1[CH:25]=[C:26]([N+]([O-])=O)[C:27]([C:30]#[N:31])=[N:28][CH:29]=1. The catalyst is O. The product is [Br:23][C:24]1[CH:25]=[C:26]([O:8][C:5]2[C:4]([CH3:9])=[N:3][N:2]([CH3:1])[C:6]=2[CH3:7])[C:27]([C:30]#[N:31])=[N:28][CH:29]=1. The yield is 0.977. (7) The reactants are Br[C:2]1[CH:3]=[C:4]([CH:19]=[C:20]([F:22])[CH:21]=1)[O:5][CH:6]1[CH2:11][CH2:10][N:9]([C:12]([O:14][C:15]([CH3:18])([CH3:17])[CH3:16])=[O:13])[CH2:8][CH2:7]1.C([Li])CCC.CCCCCC.CN(C)[CH:36]=[O:37]. The catalyst is C1COCC1. The product is [F:22][C:20]1[CH:19]=[C:4]([CH:3]=[C:2]([CH:36]=[O:37])[CH:21]=1)[O:5][CH:6]1[CH2:11][CH2:10][N:9]([C:12]([O:14][C:15]([CH3:18])([CH3:17])[CH3:16])=[O:13])[CH2:8][CH2:7]1. The yield is 0.130.